From a dataset of Catalyst prediction with 721,799 reactions and 888 catalyst types from USPTO. Predict which catalyst facilitates the given reaction. Reactant: [CH2:1]([O:3][CH2:4][O:5][C:6]1[CH:13]=[C:12]([O:14][CH2:15][O:16][CH2:17][CH3:18])[CH:11]=[CH:10][C:7]=1C=O)[CH3:2].C1C=C(Cl)C=C(C(OO)=[O:27])C=1. Product: [CH2:1]([O:3][CH2:4][O:5][C:6]1[CH:13]=[C:12]([O:14][CH2:15][O:16][CH2:17][CH3:18])[CH:11]=[CH:10][C:7]=1[OH:27])[CH3:2]. The catalyst class is: 2.